Dataset: Retrosynthesis with 50K atom-mapped reactions and 10 reaction types from USPTO. Task: Predict the reactants needed to synthesize the given product. (1) Given the product C[C@H](O)CNC(=O)c1cccc(S(=O)(=O)Cc2c(O[C@H](Cn3ccnc3)c3ccccc3)ccc3c2CCCC3=O)c1, predict the reactants needed to synthesize it. The reactants are: C[C@H](O)CN.O=C(O)c1cccc(S(=O)(=O)Cc2c(O[C@H](Cn3ccnc3)c3ccccc3)ccc3c2CCCC3=O)c1. (2) Given the product CCCCCCCCCCCCCCCCCC(CCC(=O)O)[N+](=O)[O-], predict the reactants needed to synthesize it. The reactants are: CCCCCCCCCCCCCCCCCC(CCC(=O)OC)[N+](=O)[O-]. (3) Given the product CN(Cc1ccccc1Cl)C(=O)c1nnn(Cc2cc(C(F)(F)F)cc(C(F)(F)F)c2)c1Cl, predict the reactants needed to synthesize it. The reactants are: CNCc1ccccc1Cl.O=C(O)c1nnn(Cc2cc(C(F)(F)F)cc(C(F)(F)F)c2)c1Cl. (4) Given the product O=C1CSc2cc(-c3ccc(S(=O)(=O)C(F)(F)F)cc3)ccc2N1, predict the reactants needed to synthesize it. The reactants are: O=C1CSc2cc(Br)ccc2N1.O=S(=O)(c1ccc(Cl)cc1)C(F)(F)F. (5) The reactants are: COC(=O)c1cc(Br)c2[nH]ccc2c1. Given the product OCc1cc(Br)c2[nH]ccc2c1, predict the reactants needed to synthesize it. (6) Given the product CC1c2occ(Br)c2CCN1C(=O)c1cc2ncc(Br)cn2n1, predict the reactants needed to synthesize it. The reactants are: CC1NCCc2c(Br)coc21.O=C(O)c1cc2ncc(Br)cn2n1. (7) Given the product ClCCCn1cc(I)cn1, predict the reactants needed to synthesize it. The reactants are: ClCCCBr.Ic1cn[nH]c1. (8) Given the product CC(=O)N1CC=Cc2c1ccc1c(=O)n(-c3ccc(Cl)cc3)c(C(C)C)nc21, predict the reactants needed to synthesize it. The reactants are: C=CCN(C(C)=O)c1ccc2c(=O)n(-c3ccc(Cl)cc3)c(C(C)C)nc2c1C=C. (9) The reactants are: CN(Cc1cc([N+](=O)[O-])ccc1S(=O)(=O)C(C)(C)C)C(=O)OC(C)(C)C. Given the product CN(Cc1cc(N)ccc1S(=O)(=O)C(C)(C)C)C(=O)OC(C)(C)C, predict the reactants needed to synthesize it. (10) Given the product O=C1CCc2ccc(CCCCCN3CCN(c4cccc5c4CCCC5)CC3)nc2N1, predict the reactants needed to synthesize it. The reactants are: O=C1CCc2ccc(C=CCCCN3CCN(c4cccc5c4CCCC5)CC3)nc2N1.